Task: Predict the product of the given reaction.. Dataset: Forward reaction prediction with 1.9M reactions from USPTO patents (1976-2016) (1) Given the reactants [F:1][C:2]([F:7])([F:6])[CH2:3][CH2:4]I.[Cl:8][C:9]1[CH:10]=[C:11]2[C:16](=[O:17])[NH:15][C:13](=[O:14])[C:12]2=[CH:18][CH:19]=1.C(=O)([O-])[O-:21].[K+].[K+].Cl, predict the reaction product. The product is: [Cl:8][C:9]1[CH:10]=[C:11]([C:16]([NH:15][CH2:4][CH2:3][C:2]([F:7])([F:6])[F:1])=[O:17])[C:12](=[CH:18][CH:19]=1)[C:13]([OH:21])=[O:14]. (2) Given the reactants [CH3:1][C:2]1[N:7]=[C:6]2[NH:8][N:9]=[CH:10][C:5]2=[C:4]([NH2:11])[N:3]=1.I[C:13]1[CH:14]=[C:15]([CH:20]=[CH:21][CH:22]=1)[C:16]([O:18][CH3:19])=[O:17], predict the reaction product. The product is: [NH2:11][C:4]1[N:3]=[C:2]([CH3:1])[N:7]=[C:6]2[N:8]([C:13]3[CH:14]=[C:15]([CH:20]=[CH:21][CH:22]=3)[C:16]([O:18][CH3:19])=[O:17])[N:9]=[CH:10][C:5]=12.